Predict the reactants needed to synthesize the given product. From a dataset of Full USPTO retrosynthesis dataset with 1.9M reactions from patents (1976-2016). (1) The reactants are: [CH3:1][O:2][N:3]([CH3:18])[C:4]([CH:6]([NH:10][C:11](=[O:17])[O:12][C:13]([CH3:16])([CH3:15])[CH3:14])[CH2:7][CH:8]=[CH2:9])=[O:5].[H-].[Na+].I[CH3:22]. Given the product [CH3:1][O:2][N:3]([CH3:18])[C:4]([CH:6]([N:10]([CH3:22])[C:11](=[O:17])[O:12][C:13]([CH3:14])([CH3:16])[CH3:15])[CH2:7][CH:8]=[CH2:9])=[O:5], predict the reactants needed to synthesize it. (2) Given the product [NH2:1][C:2]1[CH:11]=[CH:10][C:9]([C:12]#[N:13])=[CH:8][C:3]=1[C:4]([OH:6])=[O:5], predict the reactants needed to synthesize it. The reactants are: [NH2:1][C:2]1[CH:11]=[CH:10][C:9]([C:12]#[N:13])=[CH:8][C:3]=1[C:4]([O:6]C)=[O:5].[OH-].[Na+]. (3) Given the product [F:16][C:17]([F:22])([F:21])[C:18]([OH:20])=[O:19].[O:13]=[S:11]1(=[O:14])[CH2:12][C:9]([CH3:15])([NH2:8])[CH2:10]1, predict the reactants needed to synthesize it. The reactants are: C(OC([NH:8][C:9]1([CH3:15])[CH2:12][S:11](=[O:14])(=[O:13])[CH2:10]1)=O)(C)(C)C.[F:16][C:17]([F:22])([F:21])[C:18]([OH:20])=[O:19].